Dataset: Forward reaction prediction with 1.9M reactions from USPTO patents (1976-2016). Task: Predict the product of the given reaction. (1) Given the reactants [NH2:1][C:2]1[CH:3]=[N:4][CH:5]=[CH:6][C:7]=1[CH3:8].[Li][CH:10](CC)[CH3:11].C(OCC)(=O)C.[NH4+].[Cl-], predict the reaction product. The product is: [CH3:10][C:11]1[NH:1][C:2]2=[CH:3][N:4]=[CH:5][CH:6]=[C:7]2[CH:8]=1. (2) Given the reactants [Br:1][C:2]1[CH:3]=[C:4]2[C:8](=[CH:9][CH:10]=1)[NH:7][CH:6]=[CH:5]2.[CH:11]([C:13]1[CH:18]=[CH:17][CH:16]=[CH:15][N:14]=1)=[CH2:12].[OH-].[Na+], predict the reaction product. The product is: [Br:1][C:2]1[CH:3]=[C:4]2[C:8](=[CH:9][CH:10]=1)[NH:7][CH:6]=[C:5]2[CH2:12][CH2:11][C:13]1[CH:18]=[CH:17][CH:16]=[CH:15][N:14]=1. (3) Given the reactants [CH3:1][O:2][C:3]1[CH:4]=[C:5]([C:15](=[O:17])[CH3:16])[CH:6]=[CH:7][C:8]=1[C:9]1[CH:14]=[CH:13][CH:12]=[CH:11][N:10]=1.[Br:18]Br.C([O-])(O)=O.[Na+], predict the reaction product. The product is: [Br:18][CH2:16][C:15]([C:5]1[CH:6]=[CH:7][C:8]([C:9]2[CH:14]=[CH:13][CH:12]=[CH:11][N:10]=2)=[C:3]([O:2][CH3:1])[CH:4]=1)=[O:17]. (4) Given the reactants C[O:2][CH:3]=[C:4]1[CH2:7][C:6]2([CH2:12][CH2:11][N:10]([C:13]([O:15][CH2:16][C:17]3[CH:22]=[CH:21][CH:20]=[CH:19][CH:18]=3)=[O:14])[CH2:9][CH2:8]2)[CH2:5]1.Cl, predict the reaction product. The product is: [CH:3]([CH:4]1[CH2:5][C:6]2([CH2:8][CH2:9][N:10]([C:13]([O:15][CH2:16][C:17]3[CH:18]=[CH:19][CH:20]=[CH:21][CH:22]=3)=[O:14])[CH2:11][CH2:12]2)[CH2:7]1)=[O:2].